Dataset: Full USPTO retrosynthesis dataset with 1.9M reactions from patents (1976-2016). Task: Predict the reactants needed to synthesize the given product. Given the product [CH3:1][C:2]1[NH:7][C:6](=[O:8])[NH:5][C:4](=[O:9])[C:3]=1[N+:15]([O-:17])=[O:16], predict the reactants needed to synthesize it. The reactants are: [CH3:1][C:2]1[NH:7][C:6](=[O:8])[NH:5][C:4](=[O:9])[CH:3]=1.S(=O)(=O)(O)O.[N+:15]([O-])([OH:17])=[O:16].